From a dataset of Reaction yield outcomes from USPTO patents with 853,638 reactions. Predict the reaction yield, written as a fraction of the theoretical maximum amount of product (1.0 means a 100% yield; for example, 0.34 means a 34% yield). The reactants are [F:1][C:2]([F:22])([F:21])[C:3]1[CH:4]=[C:5]([C:9]2[CH:10]=[CH:11][C:12]3[N:18]4[CH2:19][C@@H:15]([CH2:16][CH2:17]4)[NH:14][C:13]=3[N:20]=2)[CH:6]=[CH:7][CH:8]=1.Cl[C:24](Cl)([O:26]C(=O)OC(Cl)(Cl)Cl)Cl.[CH3:35][C:36]1([CH3:50])[O:40][C@@H:39]([CH2:41][O:42][C:43]2[CH:48]=[CH:47][N:46]=[C:45]([NH2:49])[CH:44]=2)[CH2:38][O:37]1.O. The catalyst is O1CCCC1. The product is [CH3:35][C:36]1([CH3:50])[O:40][C@@H:39]([CH2:41][O:42][C:43]2[CH:48]=[CH:47][N:46]=[C:45]([NH:49][C:24]([N:14]3[C@@H:15]4[CH2:19][N:18]([CH2:17][CH2:16]4)[C:12]4[CH:11]=[CH:10][C:9]([C:5]5[CH:6]=[CH:7][CH:8]=[C:3]([C:2]([F:21])([F:1])[F:22])[CH:4]=5)=[N:20][C:13]3=4)=[O:26])[CH:44]=2)[CH2:38][O:37]1. The yield is 0.490.